This data is from Full USPTO retrosynthesis dataset with 1.9M reactions from patents (1976-2016). The task is: Predict the reactants needed to synthesize the given product. (1) The reactants are: [C:1]([C:3]1[N:4]=[CH:5][C:6]([NH:16][C@H:17]([CH2:21][CH3:22])[C:18]([NH2:20])=[O:19])=[N:7][C:8]=1[NH:9][C:10]1[S:14][N:13]=[C:12]([CH3:15])[CH:11]=1)#[N:2].[OH-].[Na+].OO.CC(O)=[O:29]. Given the product [NH2:20][C:18](=[O:19])[C@H:17]([NH:16][C:6]1[N:7]=[C:8]([NH:9][C:10]2[S:14][N:13]=[C:12]([CH3:15])[CH:11]=2)[C:3]([C:1]([NH2:2])=[O:29])=[N:4][CH:5]=1)[CH2:21][CH3:22], predict the reactants needed to synthesize it. (2) Given the product [CH2:7]([C:1]1[CH:6]=[CH:5][CH:4]=[CH:3][CH:2]=1)[CH2:8][CH2:9][CH2:10][CH2:11][CH2:12][CH2:13][CH3:14], predict the reactants needed to synthesize it. The reactants are: [CH:1]1[CH:6]=[CH:5][CH:4]=[CH:3][CH:2]=1.[CH2:7]=[CH:8][CH2:9][CH2:10][CH2:11][CH2:12][CH2:13][CH3:14]. (3) Given the product [Br:15][C:16]1[CH:17]=[C:18]2[C:22](=[CH:23][CH:24]=1)[CH2:21][CH:20]([N:25]1[CH2:2][CH2:1][N:4]([C:5]([O:6][C:7]([CH3:8])([CH3:9])[CH3:10])=[O:11])[CH2:12][CH2:13]1)[CH2:19]2, predict the reactants needed to synthesize it. The reactants are: [CH2:1]([N:4]([CH2:12][CH:13]=C)[C:5](=[O:11])[O:6][C:7]([CH3:10])([CH3:9])[CH3:8])[CH:2]=C.[Br:15][C:16]1[CH:17]=[C:18]2[C:22](=[CH:23][CH:24]=1)[CH2:21][CH:20]([NH2:25])[CH2:19]2.C(N(CC)CC)C.C(O[BH-](OC(=O)C)OC(=O)C)(=O)C.[Na+]. (4) Given the product [Cl:5][C:6]1[CH:11]=[C:10]([C:13](=[O:18])[CH2:14][CH2:15][CH2:16][CH3:17])[CH:9]=[CH:8][C:7]=1[Cl:12], predict the reactants needed to synthesize it. The reactants are: [Cl-].[Al+3].[Cl-].[Cl-].[Cl:5][C:6]1[CH:11]=[CH:10][CH:9]=[CH:8][C:7]=1[Cl:12].[C:13](Cl)(=[O:18])[CH2:14][CH2:15][CH2:16][CH3:17]. (5) Given the product [CH3:16][C:11]([NH:10][C:7]([C:2]1[CH:3]=[N:4][CH:5]=[CH:6][N:1]=1)=[O:9])([CH3:17])[C:12]([O:14][CH3:15])=[O:13], predict the reactants needed to synthesize it. The reactants are: [N:1]1[CH:6]=[CH:5][N:4]=[CH:3][C:2]=1[C:7]([OH:9])=O.[NH2:10][C:11]([CH3:17])([CH3:16])[C:12]([O:14][CH3:15])=[O:13].Cl.N1C(C)=CC(C)=CC=1C.CN(C(ON1N=NC2C=CC=NC1=2)=[N+](C)C)C.F[P-](F)(F)(F)(F)F.